This data is from Peptide-MHC class II binding affinity with 134,281 pairs from IEDB. The task is: Regression. Given a peptide amino acid sequence and an MHC pseudo amino acid sequence, predict their binding affinity value. This is MHC class II binding data. (1) The MHC is DRB3_0202 with pseudo-sequence DRB3_0202. The binding affinity (normalized) is 0.201. The peptide sequence is RELQIVDKIDAAFKI. (2) The peptide sequence is LRIAAKIYSEADEAW. The MHC is HLA-DPA10201-DPB10501 with pseudo-sequence HLA-DPA10201-DPB10501. The binding affinity (normalized) is 0.463. (3) The peptide sequence is EKKYFAATQFEPTAA. The MHC is HLA-DQA10101-DQB10501 with pseudo-sequence HLA-DQA10101-DQB10501. The binding affinity (normalized) is 0.349. (4) The MHC is DRB1_0802 with pseudo-sequence DRB1_0802. The binding affinity (normalized) is 0.246. The peptide sequence is ASTGGAYESYKFIPA. (5) The peptide sequence is FMVAMFLAVAVVLGL. The MHC is HLA-DPA10201-DPB10101 with pseudo-sequence HLA-DPA10201-DPB10101. The binding affinity (normalized) is 0.204. (6) The peptide sequence is PQLPQFLQPQPY. The MHC is DRB1_0701 with pseudo-sequence DRB1_0701. The binding affinity (normalized) is 0. (7) The peptide sequence is VMRYTIDKEFEKICR. The MHC is DRB1_1501 with pseudo-sequence DRB1_1501. The binding affinity (normalized) is 0.170.